Dataset: Forward reaction prediction with 1.9M reactions from USPTO patents (1976-2016). Task: Predict the product of the given reaction. The product is: [CH3:16][C:13]1[CH:14]=[CH:15][C:10]([CH2:9][N:7]2[CH2:8][CH:4]([CH2:3][CH2:2][O:1][S:33]([C:30]3[CH:31]=[CH:32][C:27]([CH3:47])=[CH:28][CH:29]=3)(=[O:35])=[O:34])[N:5]([CH2:18][CH2:19][CH3:20])[C:6]2=[O:17])=[CH:11][CH:12]=1. Given the reactants [OH:1][CH2:2][CH2:3][CH:4]1[CH2:8][N:7]([CH2:9][C:10]2[CH:15]=[CH:14][C:13]([CH3:16])=[CH:12][CH:11]=2)[C:6](=[O:17])[N:5]1[CH2:18][CH2:19][CH3:20].N1C=CC=CC=1.[C:27]1([CH3:47])[CH:32]=[CH:31][C:30]([S:33](O[S:33]([C:30]2[CH:31]=[CH:32][C:27]([CH3:47])=[CH:28][CH:29]=2)(=[O:35])=[O:34])(=[O:35])=[O:34])=[CH:29][CH:28]=1.N#N, predict the reaction product.